From a dataset of Catalyst prediction with 721,799 reactions and 888 catalyst types from USPTO. Predict which catalyst facilitates the given reaction. (1) Reactant: [F:1][C:2]1[CH:7]=[CH:6][C:5]([CH:8]([C:13]2[C:21]3[C:16](=[C:17]([CH2:22][S:23][CH3:24])[CH:18]=[CH:19][CH:20]=3)[NH:15][CH:14]=2)[CH2:9][CH2:10][C:11]#[N:12])=[C:4]([CH3:25])[CH:3]=1.ClCCl.ClC1C=CC=C(C(OO)=[O:37])C=1. Product: [F:1][C:2]1[CH:7]=[CH:6][C:5]([CH:8]([C:13]2[C:21]3[C:16](=[C:17]([CH2:22][S:23]([CH3:24])=[O:37])[CH:18]=[CH:19][CH:20]=3)[NH:15][CH:14]=2)[CH2:9][CH2:10][C:11]#[N:12])=[C:4]([CH3:25])[CH:3]=1. The catalyst class is: 5. (2) Reactant: C1([OH:7])C=CC=CC=1.[CH:8]1([N:14]=[C:15]=[N:16][CH:17]2[CH2:22][CH2:21][CH2:20][CH2:19][CH2:18]2)[CH2:13][CH2:12][CH2:11][CH2:10][CH2:9]1.N1(C2C=CN=CC=2)CCCC1. Product: [CH:17]1([NH:16][C:15]([NH:14][CH:8]2[CH2:9][CH2:10][CH2:11][CH2:12][CH2:13]2)=[O:7])[CH2:22][CH2:21][CH2:20][CH2:19][CH2:18]1. The catalyst class is: 4. (3) The catalyst class is: 274. Reactant: Br[C:2]1[CH:11]=[CH:10][CH:9]=[C:8]2[C:3]=1[CH2:4][N:5]([C:13]1[CH:18]=[C:17]([O:19][CH2:20][C:21]3[C:26]([F:27])=[CH:25][CH:24]=[CH:23][N:22]=3)[CH:16]=[CH:15][C:14]=1[CH3:28])[C:6](=[O:12])[NH:7]2.CC1(C)C(C)(C)OB(B2OC(C)(C)C(C)(C)O2)[O:31]1.C([O-])(=O)C.[K+].O. Product: [F:27][C:26]1[C:21]([CH2:20][O:19][C:17]2[CH:16]=[CH:15][C:14]([CH3:28])=[C:13]([N:5]3[CH2:4][C:3]4[C:8](=[CH:9][CH:10]=[CH:11][C:2]=4[OH:31])[NH:7][C:6]3=[O:12])[CH:18]=2)=[N:22][CH:23]=[CH:24][CH:25]=1. (4) Reactant: [C:1](Cl)(=[O:3])[CH3:2].[Cl:5][CH2:6][CH2:7][CH2:8][CH2:9][C:10]([C:12]1[CH:22]=[CH:21][C:15]2[CH2:16][CH2:17][NH:18][CH2:19][CH2:20][C:14]=2[CH:13]=1)=[O:11].C(N(CC)CC)C.O. Product: [C:1]([N:18]1[CH2:17][CH2:16][C:15]2[CH:21]=[CH:22][C:12]([C:10](=[O:11])[CH2:9][CH2:8][CH2:7][CH2:6][Cl:5])=[CH:13][C:14]=2[CH2:20][CH2:19]1)(=[O:3])[CH3:2]. The catalyst class is: 7. (5) Reactant: [C:1]([N:4]1[C:13]2[C:8](=[CH:9][C:10]([C:16](O)=[O:17])=[C:11]([O:14][CH3:15])[CH:12]=2)[CH:7]([NH:19][C:20]2[N:25]=[C:24]([CH3:26])[CH:23]=[CH:22][N:21]=2)[CH:6]([CH3:27])[CH:5]1[CH:28]1[CH2:30][CH2:29]1)(=[O:3])[CH3:2].C[N:32](C(ON1N=NC2C=CC=NC1=2)=[N+](C)C)C.F[P-](F)(F)(F)(F)F.CCN(C(C)C)C(C)C.[Cl-].[NH4+]. Product: [C:1]([N:4]1[C:13]2[C:8](=[CH:9][C:10]([C:16]([NH2:32])=[O:17])=[C:11]([O:14][CH3:15])[CH:12]=2)[CH:7]([NH:19][C:20]2[N:25]=[C:24]([CH3:26])[CH:23]=[CH:22][N:21]=2)[CH:6]([CH3:27])[CH:5]1[CH:28]1[CH2:29][CH2:30]1)(=[O:3])[CH3:2]. The catalyst class is: 9. (6) Product: [CH3:1][O:3][C:4](=[O:35])[C:5]1[CH:10]=[CH:9][CH:8]=[C:7]([O:11][C:12]2[CH:17]=[C:16]([NH:18][CH2:19][CH2:20][C:21]3[CH:26]=[CH:25][C:24]([O:27][CH3:28])=[C:23]([O:29][CH3:30])[CH:22]=3)[N:15]=[C:14]([O:37][CH3:36])[N:13]=2)[CH:6]=1. The catalyst class is: 57. Reactant: [CH2:1]([O:3][C:4](=[O:35])[C:5]1[CH:10]=[CH:9][CH:8]=[C:7]([O:11][C:12]2[CH:17]=[C:16]([NH:18][CH2:19][CH2:20][C:21]3[CH:26]=[CH:25][C:24]([O:27][CH3:28])=[C:23]([O:29][CH3:30])[CH:22]=3)[N:15]=[C:14](S(C)(=O)=O)[N:13]=2)[CH:6]=1)C.[CH3:36][O-:37].[Na+]. (7) Reactant: [H-].[Na+].[Cl:3][C:4]1[CH:5]=[C:6]([SH:11])[CH:7]=[C:8]([Cl:10])[CH:9]=1.[C:12]([C:14]1[CH:15]=[CH:16][C:17](F)=[C:18]([S:20]([N:23]2[CH2:28][CH2:27][N:26]([C:29]([O:31][C:32]([CH3:35])([CH3:34])[CH3:33])=[O:30])[CH2:25][CH2:24]2)(=[O:22])=[O:21])[CH:19]=1)#[N:13].C1COCC1. Product: [C:12]([C:14]1[CH:15]=[CH:16][C:17]([S:11][C:6]2[CH:5]=[C:4]([Cl:3])[CH:9]=[C:8]([Cl:10])[CH:7]=2)=[C:18]([S:20]([N:23]2[CH2:24][CH2:25][N:26]([C:29]([O:31][C:32]([CH3:35])([CH3:34])[CH3:33])=[O:30])[CH2:27][CH2:28]2)(=[O:22])=[O:21])[CH:19]=1)#[N:13]. The catalyst class is: 12. (8) Product: [C:22]([O:26][C:27]([N:29]1[C:33]2[CH:34]=[CH:35][CH:36]=[CH:37][C:32]=2[N:31]=[C:30]1[CH2:38][N:12]([CH2:11][CH2:10][CH2:9][CH2:8][NH:7][C:6]([O:5][C:1]([CH3:2])([CH3:3])[CH3:4])=[O:21])[CH:13]([C:15]1[CH:20]=[CH:19][CH:18]=[CH:17][N:16]=1)[CH3:14])=[O:28])([CH3:25])([CH3:24])[CH3:23]. The catalyst class is: 23. Reactant: [C:1]([O:5][C:6](=[O:21])[NH:7][CH2:8][CH2:9][CH2:10][CH2:11][NH:12][CH:13]([C:15]1[CH:20]=[CH:19][CH:18]=[CH:17][N:16]=1)[CH3:14])([CH3:4])([CH3:3])[CH3:2].[C:22]([O:26][C:27]([N:29]1[C:33]2[CH:34]=[CH:35][CH:36]=[CH:37][C:32]=2[N:31]=[C:30]1[CH2:38]Cl)=[O:28])([CH3:25])([CH3:24])[CH3:23].CCN(C(C)C)C(C)C. (9) Reactant: [F:1][C:2]1[CH:7]=[CH:6][C:5]([OH:8])=[CH:4][C:3]=1[CH2:9][CH2:10][CH2:11][OH:12].Cl[C@H:14]([CH3:19])[C:15]([O:17][CH3:18])=[O:16].C([O-])([O-])=O.[Cs+].[Cs+]. Product: [F:1][C:2]1[CH:7]=[CH:6][C:5]([O:8][C@@H:14]([CH3:19])[C:15]([O:17][CH3:18])=[O:16])=[CH:4][C:3]=1[CH2:9][CH2:10][CH2:11][OH:12]. The catalyst class is: 197.